Dataset: Full USPTO retrosynthesis dataset with 1.9M reactions from patents (1976-2016). Task: Predict the reactants needed to synthesize the given product. (1) Given the product [NH2:1][C:2]1[O:6][N:5]=[C:4]([C:7]2[CH:12]=[CH:11][C:10]([O:13][C:14]([F:15])([F:17])[F:16])=[CH:9][CH:8]=2)[C:3]=1[C:18]([N:46]1[CH2:45][CH2:44][N:43]([C:49]2[CH:54]=[CH:53][CH:52]=[CH:51][C:50]=2[OH:55])[CH2:48][CH2:47]1)=[O:19], predict the reactants needed to synthesize it. The reactants are: [NH2:1][C:2]1[O:6][N:5]=[C:4]([C:7]2[CH:12]=[CH:11][C:10]([O:13][C:14]([F:17])([F:16])[F:15])=[CH:9][CH:8]=2)[C:3]=1[C:18](O)=[O:19].Cl.C(N=C=NCCCN(C)C)C.OC1C2N=NNC=2C=CC=1.[N:43]1([C:49]2[CH:54]=[CH:53][CH:52]=[CH:51][C:50]=2[OH:55])[CH2:48][CH2:47][NH:46][CH2:45][CH2:44]1. (2) Given the product [CH2:1]([C:3]1[C:7]([C:8]2[CH:13]=[CH:12][C:11]([CH3:14])=[CH:10][CH:9]=2)=[C:6]2[NH:15][C:25](=[O:26])[CH:24]=[C:23]([C:20]3[CH:21]=[CH:22][C:17]([F:16])=[CH:18][CH:19]=3)[N:5]2[N:4]=1)[CH3:2], predict the reactants needed to synthesize it. The reactants are: [CH2:1]([C:3]1[C:7]([C:8]2[CH:13]=[CH:12][C:11]([CH3:14])=[CH:10][CH:9]=2)=[C:6]([NH2:15])[NH:5][N:4]=1)[CH3:2].[F:16][C:17]1[CH:22]=[CH:21][C:20]([C:23](=O)[CH2:24][C:25](OCC)=[O:26])=[CH:19][CH:18]=1. (3) Given the product [F:12][C:13]1[CH:18]=[C:17]([CH:16]=[CH:15][CH:14]=1)[O:1][C:2]1[CH:3]=[CH:4][C:5]([C:6]([O:8][CH3:9])=[O:7])=[CH:10][CH:11]=1, predict the reactants needed to synthesize it. The reactants are: [OH:1][C:2]1[CH:11]=[CH:10][C:5]([C:6]([O:8][CH3:9])=[O:7])=[CH:4][CH:3]=1.[F:12][C:13]1[CH:14]=[C:15](B(O)O)[CH:16]=[CH:17][CH:18]=1.N1C=CC=CC=1. (4) Given the product [O:8]=[C:6]1[N:5]([C:9]2[CH:10]=[CH:11][C:12]3[CH2:18][CH2:17][CH2:16][C:15](=[O:19])[CH2:14][C:13]=3[CH:20]=2)[CH2:4][C@H:3]([CH2:2][NH:1][C:21](=[O:23])[CH3:22])[O:7]1, predict the reactants needed to synthesize it. The reactants are: [NH2:1][CH2:2][C@@H:3]1[O:7][C:6](=[O:8])[N:5]([C:9]2[CH:10]=[CH:11][C:12]3[CH2:18][CH2:17][CH2:16][C:15](=[O:19])[CH2:14][C:13]=3[CH:20]=2)[CH2:4]1.[C:21](OC(=O)C)(=[O:23])[CH3:22].N1C=CC=CC=1.ClCCl. (5) Given the product [Cl:26][C:23]1[CH:22]=[CH:21][C:20]([C:18](=[O:19])[CH:17]([CH3:16])[C:28](=[O:30])[C:27]([O:34][CH2:35][CH3:36])=[O:33])=[CH:25][CH:24]=1, predict the reactants needed to synthesize it. The reactants are: C[Si]([N-][Si](C)(C)C)(C)C.[Li+].O1CCCC1.[CH3:16][CH2:17][C:18]([C:20]1[CH:25]=[CH:24][C:23]([Cl:26])=[CH:22][CH:21]=1)=[O:19].[C:27]([O:34][CH2:35][CH3:36])(=[O:33])[C:28]([O:30]CC)=O. (6) Given the product [O:22]=[S:21]1(=[O:23])[N:20]([CH2:24][CH2:25][Si:26]([CH3:27])([CH3:28])[CH3:29])[C:19](=[O:30])[CH2:18][N:17]1[C:14]1[CH:15]=[CH:16][C:11]([CH2:10][CH2:9][NH:8][S:40]([NH:43][C:44](=[O:45])[O:50][C:46]([CH3:49])([CH3:48])[CH3:47])(=[O:42])=[O:41])=[CH:12][C:13]=1[O:31][CH2:32][C:33]1[CH:34]=[CH:35][CH:36]=[CH:37][CH:38]=1, predict the reactants needed to synthesize it. The reactants are: OC(C(F)(F)F)=O.[NH2:8][CH2:9][CH2:10][C:11]1[CH:16]=[CH:15][C:14]([N:17]2[S:21](=[O:23])(=[O:22])[N:20]([CH2:24][CH2:25][Si:26]([CH3:29])([CH3:28])[CH3:27])[C:19](=[O:30])[CH2:18]2)=[C:13]([O:31][CH2:32][C:33]2[CH:38]=[CH:37][CH:36]=[CH:35][CH:34]=2)[CH:12]=1.Cl[S:40]([N:43]=[C:44]=[O:45])(=[O:42])=[O:41].[C:46]([OH:50])([CH3:49])([CH3:48])[CH3:47]. (7) Given the product [N:10]1([CH2:15][C:16]([N:18]2[CH2:22][C@H:21]([CH2:23][NH:24][CH2:1][C:2]3[CH:7]=[CH:6][CH:5]=[CH:4][CH:3]=3)[CH2:20][C@H:19]2[C:25]([NH:27][C:28]2[CH:33]=[CH:32][C:31]([O:34][C:35]3[CH:36]=[CH:37][C:38]([F:41])=[CH:39][CH:40]=3)=[CH:30][CH:29]=2)=[O:26])=[O:17])[CH:14]=[N:13][CH:12]=[N:11]1, predict the reactants needed to synthesize it. The reactants are: [CH2:1](Br)[C:2]1[CH:7]=[CH:6][CH:5]=[CH:4][CH:3]=1.Cl.[N:10]1([CH2:15][C:16]([N:18]2[CH2:22][C@H:21]([CH2:23][NH2:24])[CH2:20][C@H:19]2[C:25]([NH:27][C:28]2[CH:33]=[CH:32][C:31]([O:34][C:35]3[CH:40]=[CH:39][C:38]([F:41])=[CH:37][CH:36]=3)=[CH:30][CH:29]=2)=[O:26])=[O:17])[CH:14]=[N:13][CH:12]=[N:11]1.CN(C=O)C.C([O-])([O-])=O.[K+].[K+]. (8) Given the product [O:18]1[CH2:19][CH:16]([N:13]2[CH2:12][CH2:11][N:10]([C:7]3[CH:8]=[CH:9][C:4]([NH2:1])=[CH:5][CH:6]=3)[CH2:15][CH2:14]2)[CH2:17]1, predict the reactants needed to synthesize it. The reactants are: [N+:1]([C:4]1[CH:9]=[CH:8][C:7]([N:10]2[CH2:15][CH2:14][N:13]([CH:16]3[CH2:19][O:18][CH2:17]3)[CH2:12][CH2:11]2)=[CH:6][CH:5]=1)([O-])=O. (9) Given the product [Cl:1][C:2]1[CH:8]=[C:7]([O:9][C:10]2[C:19]3[C:14](=[CH:15][C:16]([O:22][CH3:23])=[C:17]([O:20][CH3:21])[CH:18]=3)[N:13]=[CH:12][N:11]=2)[CH:6]=[CH:5][C:3]=1[NH:4][C:28](=[O:34])[O:27][CH2:25][CH:36]1[CH2:42][CH2:41][CH2:40][CH2:39][CH2:38][CH2:37]1, predict the reactants needed to synthesize it. The reactants are: [Cl:1][C:2]1[CH:8]=[C:7]([O:9][C:10]2[C:19]3[C:14](=[CH:15][C:16]([O:22][CH3:23])=[C:17]([O:20][CH3:21])[CH:18]=3)[N:13]=[CH:12][N:11]=2)[CH:6]=[CH:5][C:3]=1[NH2:4].Cl[C:25](Cl)([O:27][C:28](=[O:34])OC(Cl)(Cl)Cl)Cl.[CH:36]1(CO)[CH2:42][CH2:41][CH2:40][CH2:39][CH2:38][CH2:37]1.C(=O)(O)[O-].[Na+]. (10) Given the product [F:17][C:18]1[CH:19]=[CH:20][C:21]([C:24]2[CH:29]=[CH:28][C:27]([O:1][CH2:2][C@@H:3]3[C@@H:8]([NH:9][C:10](=[O:16])[O:11][C:12]([CH3:13])([CH3:15])[CH3:14])[CH2:7][CH2:6][CH2:5][O:4]3)=[CH:26][CH:25]=2)=[N:22][CH:23]=1, predict the reactants needed to synthesize it. The reactants are: [OH:1][CH2:2][C@@H:3]1[C@@H:8]([NH:9][C:10](=[O:16])[O:11][C:12]([CH3:15])([CH3:14])[CH3:13])[CH2:7][CH2:6][CH2:5][O:4]1.[F:17][C:18]1[CH:19]=[CH:20][C:21]([C:24]2[CH:29]=[CH:28][C:27](O)=[CH:26][CH:25]=2)=[N:22][CH:23]=1.C1CCN(C(N=NC(N2CCCCC2)=O)=O)CC1.P(CCCC)(CCCC)CCCC.